This data is from Forward reaction prediction with 1.9M reactions from USPTO patents (1976-2016). The task is: Predict the product of the given reaction. Given the reactants [C:1]([C:3]1[N:7]2[N:8]=[C:9]([C:12]3[CH:17]=[CH:16][C:15]([C:18]([N:20]4[CH2:25][CH2:24][O:23][CH2:22][CH2:21]4)=[O:19])=[CH:14][CH:13]=3)[CH:10]=[CH:11][C:6]2=[N:5][CH:4]=1)#[CH:2].Br[C:27]1[CH:28]=[C:29]2[C:33](=[CH:34][CH:35]=1)[NH:32][CH:31]=[CH:30]2, predict the reaction product. The product is: [NH:32]1[C:33]2[C:29](=[CH:28][C:27]([C:2]#[C:1][C:3]3[N:7]4[N:8]=[C:9]([C:12]5[CH:13]=[CH:14][C:15]([C:18]([N:20]6[CH2:21][CH2:22][O:23][CH2:24][CH2:25]6)=[O:19])=[CH:16][CH:17]=5)[CH:10]=[CH:11][C:6]4=[N:5][CH:4]=3)=[CH:35][CH:34]=2)[CH:30]=[CH:31]1.